Dataset: Reaction yield outcomes from USPTO patents with 853,638 reactions. Task: Predict the reaction yield, written as a fraction of the theoretical maximum amount of product (1.0 means a 100% yield; for example, 0.34 means a 34% yield). (1) The reactants are Cl[CH2:2][C@H:3]([OH:30])[CH2:4][NH:5][C:6]([C:8]1[CH:9]=[N:10][N:11]2[CH:16]=[CH:15][C:14]([N:17]3[CH2:21][CH2:20][CH2:19][C@@H:18]3[C:22]3[C:23](=[O:29])[NH:24][CH:25]=[C:26]([F:28])[CH:27]=3)=[N:13][C:12]=12)=[O:7].C([O-])([O-])=O.[Cs+].[Cs+]. The catalyst is CN(C=O)C. The product is [F:28][C:26]1[CH:27]=[C:22]2[C:23](=[N:24][CH:25]=1)[O:29][CH2:2][C@H:3]([OH:30])[CH2:4][NH:5][C:6](=[O:7])[C:8]1=[C:12]3[N:13]=[C:14]([CH:15]=[CH:16][N:11]3[N:10]=[CH:9]1)[N:17]1[C@@H:18]2[CH2:19][CH2:20][CH2:21]1. The yield is 0.360. (2) The reactants are C([O:8][C:9]1[CH:18]=[C:17]2[C:12]([C:13]([Cl:19])=[CH:14][CH:15]=[N:16]2)=[CH:11][CH:10]=1)C1C=CC=CC=1.C(=O)([O-])O.[Na+]. The catalyst is C(O)(C(F)(F)F)=O. The product is [Cl:19][C:13]1[C:12]2[C:17](=[CH:18][C:9]([OH:8])=[CH:10][CH:11]=2)[N:16]=[CH:15][CH:14]=1. The yield is 0.980.